Dataset: Catalyst prediction with 721,799 reactions and 888 catalyst types from USPTO. Task: Predict which catalyst facilitates the given reaction. (1) Reactant: [Cl:1][C:2]1[C:9]([O:10][CH3:11])=[C:8]([O:12][CH3:13])[CH:7]=[CH:6][C:3]=1[CH:4]=O.C(=O)(O)O.[NH2:18][NH:19][C:20]([NH2:22])=[NH:21].[C:23]([OH:26])(=[O:25])[CH3:24]. Product: [C:23]([OH:26])(=[O:25])[CH3:24].[Cl:1][C:2]1[C:9]([O:10][CH3:11])=[C:8]([O:12][CH3:13])[CH:7]=[CH:6][C:3]=1[CH:4]=[N:18][NH:19][C:20]([NH2:22])=[NH:21]. The catalyst class is: 5. (2) Reactant: Br[CH2:2]/[CH:3]=[CH:4]/[C:5]([OH:7])=O.Cl.[CH:9]12[O:16][CH:13]([CH2:14][CH2:15]1)[CH2:12][NH:11][CH2:10]2.CCN(C(C)C)C(C)C.Cl.[Cl:27][C:28]1[CH:29]=[C:30]([OH:48])[CH:31]=[C:32]([NH:34][C:35]2[C:36]3[C:43]4[CH2:44][CH2:45][NH:46][CH2:47][C:42]=4[S:41][C:37]=3[N:38]=[CH:39][N:40]=2)[CH:33]=1.CCN=C=NCCCN(C)C. Product: [Cl:27][C:28]1[CH:29]=[C:30]([OH:48])[CH:31]=[C:32]([NH:34][C:35]2[C:36]3[C:43]4[CH2:44][CH2:45][N:46]([C:5](=[O:7])/[CH:4]=[CH:3]/[CH2:2][N:11]5[CH2:10][CH:9]6[O:16][CH:13]([CH2:14][CH2:15]6)[CH2:12]5)[CH2:47][C:42]=4[S:41][C:37]=3[N:38]=[CH:39][N:40]=2)[CH:33]=1. The catalyst class is: 34. (3) Reactant: [CH2:1]([O:3][C:4]([N:6]1[CH:11]2[CH2:12][CH2:13][CH:7]1[CH2:8][CH:9]([N:14]1[CH2:19][CH2:18][C:17]([O:23][CH3:24])([C:20]([OH:22])=O)[CH2:16][CH2:15]1)[CH2:10]2)=[O:5])[CH3:2].Cl.[CH3:26][C:27]1([NH2:31])[CH2:30][CH2:29][CH2:28]1.CN(C(ON1N=NC2C=CC=NC1=2)=[N+](C)C)C.F[P-](F)(F)(F)(F)F.CCN(C(C)C)C(C)C. Product: [CH3:24][O:23][C:17]1([C:20](=[O:22])[NH:31][C:27]2([CH3:26])[CH2:30][CH2:29][CH2:28]2)[CH2:16][CH2:15][N:14]([CH:9]2[CH2:8][CH:7]3[N:6]([C:4]([O:3][CH2:1][CH3:2])=[O:5])[CH:11]([CH2:12][CH2:13]3)[CH2:10]2)[CH2:19][CH2:18]1. The catalyst class is: 3. (4) Reactant: C[O:2][C:3]1[CH:4]=[C:5]([CH2:9][CH2:10][C:11]#[N:12])[CH:6]=[CH:7][CH:8]=1.B(Br)(Br)Br. Product: [OH:2][C:3]1[CH:4]=[C:5]([CH2:9][CH2:10][C:11]#[N:12])[CH:6]=[CH:7][CH:8]=1. The catalyst class is: 2.